Dataset: Peptide-MHC class I binding affinity with 185,985 pairs from IEDB/IMGT. Task: Regression. Given a peptide amino acid sequence and an MHC pseudo amino acid sequence, predict their binding affinity value. This is MHC class I binding data. The peptide sequence is YYRYPTGESY. The MHC is HLA-B83:01 with pseudo-sequence HLA-B83:01. The binding affinity (normalized) is 0.213.